Dataset: CYP3A4 inhibition data for predicting drug metabolism from PubChem BioAssay. Task: Regression/Classification. Given a drug SMILES string, predict its absorption, distribution, metabolism, or excretion properties. Task type varies by dataset: regression for continuous measurements (e.g., permeability, clearance, half-life) or binary classification for categorical outcomes (e.g., BBB penetration, CYP inhibition). Dataset: cyp3a4_veith. The compound is Cc1cccc(C(=O)NC2CCN(C(=S)NCc3ccco3)CC2)c1. The result is 1 (inhibitor).